Task: Predict the product of the given reaction.. Dataset: Forward reaction prediction with 1.9M reactions from USPTO patents (1976-2016) Given the reactants [CH:1]([N:4]1[CH2:9][CH2:8][N:7]([CH2:10][CH2:11][O:12][C:13]2[CH:18]=[CH:17][N:16]3[C:19]([C:22]([O-])=[O:23])=[CH:20][N:21]=[C:15]3[CH:14]=2)[CH2:6][CH2:5]1)([CH3:3])[CH3:2].[Li+].ClC1C=C(Cl)C=C(Cl)C=1C(Cl)=O.[CH:38]1([C:41]2[C:49]3[C:48]([NH2:50])=[CH:47][CH:46]=[CH:45][C:44]=3[N:43]([CH2:51][C:52]3[CH:56]=[CH:55][N:54]([CH:57]([CH3:59])[CH3:58])[N:53]=3)[N:42]=2)[CH2:40][CH2:39]1.[OH-].[Na+], predict the reaction product. The product is: [CH:38]1([C:41]2[C:49]3[C:44](=[CH:45][CH:46]=[CH:47][C:48]=3[NH:50][C:22]([C:19]3[N:16]4[CH:17]=[CH:18][C:13]([O:12][CH2:11][CH2:10][N:7]5[CH2:8][CH2:9][N:4]([CH:1]([CH3:3])[CH3:2])[CH2:5][CH2:6]5)=[CH:14][C:15]4=[N:21][CH:20]=3)=[O:23])[N:43]([CH2:51][C:52]3[CH:56]=[CH:55][N:54]([CH:57]([CH3:59])[CH3:58])[N:53]=3)[N:42]=2)[CH2:39][CH2:40]1.